From a dataset of Catalyst prediction with 721,799 reactions and 888 catalyst types from USPTO. Predict which catalyst facilitates the given reaction. (1) Reactant: [C:1]([CH:3]([NH:8][C:9]([CH:11]1[CH2:16][CH2:15][CH2:14][CH2:13][CH:12]1[NH:17][C:18]([C:20]1[NH:21][C:22]2[C:27]([CH:28]=1)=[CH:26][CH:25]=[C:24]([Cl:29])[CH:23]=2)=[O:19])=[O:10])[CH2:4][CH:5]([CH3:7])[CH3:6])#[N:2].[H-].[Na+].Br[CH2:33][CH2:34][CH2:35][Cl:36]. Product: [C:1]([CH:3]([NH:8][C:9]([CH:11]1[CH2:16][CH2:15][CH2:14][CH2:13][CH:12]1[NH:17][C:18]([C:20]1[N:21]([CH2:33][CH2:34][CH2:35][Cl:36])[C:22]2[C:27]([CH:28]=1)=[CH:26][CH:25]=[C:24]([Cl:29])[CH:23]=2)=[O:19])=[O:10])[CH2:4][CH:5]([CH3:7])[CH3:6])#[N:2]. The catalyst class is: 3. (2) Reactant: [CH3:1][O:2][C:3]([C:5]1[S:6][C:7]([N:13]2[CH2:18][CH2:17][O:16][CH2:15][CH2:14]2)=[C:8]([C:11]#[N:12])[C:9]=1N)=[O:4].[I:19]CI.N(OCCCCC)=O. Product: [C:11]([C:8]1[C:9]([I:19])=[C:5]([C:3]([O:2][CH3:1])=[O:4])[S:6][C:7]=1[N:13]1[CH2:18][CH2:17][O:16][CH2:15][CH2:14]1)#[N:12]. The catalyst class is: 10. (3) Reactant: [Cl:1][C:2]1[N:7]=[C:6]2[NH:8][CH:9]=[C:10]([I:11])[C:5]2=[N:4][CH:3]=1.C(=O)([O-])[O-].[K+].[K+].Br[CH2:19][CH2:20][CH2:21][NH:22][C:23](=[O:26])[O:24][CH3:25].O. Product: [Cl:1][C:2]1[N:7]=[C:6]2[N:8]([CH2:19][CH2:20][CH2:21][NH:22][C:23](=[O:26])[O:24][CH3:25])[CH:9]=[C:10]([I:11])[C:5]2=[N:4][CH:3]=1. The catalyst class is: 9. (4) Reactant: O[CH:2]=[C:3]1[C:11]2[C:6](=[CH:7][C:8]([C:12]([C:14]3[CH:19]=[CH:18][C:17]([NH:20][C:21]([C:23]4[S:24][C:25]([C:28](=[O:30])[CH3:29])=[CH:26][CH:27]=4)=[O:22])=[CH:16][CH:15]=3)=[O:13])=[CH:9][CH:10]=2)[NH:5][C:4]1=[O:31].[NH2:32][C:33]1[CH:34]=[C:35]([OH:39])[CH:36]=[CH:37][CH:38]=1. Product: [OH:39][C:35]1[CH:34]=[C:33]([NH:32][CH:2]=[C:3]2[C:11]3[C:6](=[CH:7][C:8]([C:12]([C:14]4[CH:15]=[CH:16][C:17]([NH:20][C:21]([C:23]5[S:24][C:25]([C:28](=[O:30])[CH3:29])=[CH:26][CH:27]=5)=[O:22])=[CH:18][CH:19]=4)=[O:13])=[CH:9][CH:10]=3)[NH:5][C:4]2=[O:31])[CH:38]=[CH:37][CH:36]=1. The catalyst class is: 1. (5) The catalyst class is: 8. Product: [CH:38]1([N:37]([CH2:36][CH:33]2[CH2:34][CH2:35]2)[C:2]2[N:7]=[CH:6][N:5]=[C:4]([C:8]([NH:10][C:11]3[CH:16]=[CH:15][C:14]([S:17]([NH:18][CH2:19][CH2:20][O:21][CH3:22])(=[O:24])=[O:23])=[CH:13][C:12]=3[CH3:25])=[O:9])[CH:3]=2)[CH2:39][CH2:40][CH2:41][CH2:42][CH2:43]1. Reactant: Cl[C:2]1[N:7]=[CH:6][N:5]=[C:4]([C:8]([NH:10][C:11]2[CH:16]=[CH:15][C:14]([S:17](=[O:24])(=[O:23])[NH:18][CH2:19][CH2:20][O:21][CH3:22])=[CH:13][C:12]=2[CH3:25])=[O:9])[CH:3]=1.C(NC(C)C)(C)C.[CH:33]1([CH2:36][NH:37][CH:38]2[CH2:43][CH2:42][CH2:41][CH2:40][CH2:39]2)[CH2:35][CH2:34]1. (6) Reactant: Cl.NO.C([N:7](CC)C(C)C)(C)C.C(OC(=O)[NH:17][C:18](=S)[NH:19][C:20]1[C:25]([CH3:26])=[N:24][CH:23]=[C:22]([CH3:27])[N:21]=1)C. Product: [CH3:27][C:22]1[N:21]2[N:7]=[C:18]([NH2:17])[N:19]=[C:20]2[C:25]([CH3:26])=[N:24][CH:23]=1. The catalyst class is: 40. (7) Reactant: [NH2:1][C@H:2]1[C:8](=[O:9])[N:7]([CH2:10][C:11]2[CH:16]=[CH:15][CH:14]=[CH:13][CH:12]=2)[CH2:6][C:5]2[CH:17]=[C:18]([NH:22][C:23](=[O:29])[O:24][C:25]([CH3:28])([CH3:27])[CH3:26])[C:19]([CH3:21])=[CH:20][C:4]=2[CH2:3]1.[C:30](=O)(O)[O-:31].[Na+].C(Cl)(Cl)=O.C1(C)C=CC=CC=1.C(O)(=O)C.[O:50]=[C:51]1[N:60]([CH:61]2[CH2:66][CH2:65][NH:64][CH2:63][CH2:62]2)[CH2:59][C:58]2[C:53](=[CH:54][CH:55]=[CH:56][CH:57]=2)[NH:52]1. Product: [CH2:10]([N:7]1[C:8](=[O:9])[C@H:2]([NH:1][C:30]([N:64]2[CH2:65][CH2:66][CH:61]([N:60]3[CH2:59][C:58]4[C:53](=[CH:54][CH:55]=[CH:56][CH:57]=4)[NH:52][C:51]3=[O:50])[CH2:62][CH2:63]2)=[O:31])[CH2:3][C:4]2[CH:20]=[C:19]([CH3:21])[C:18]([NH:22][C:23](=[O:29])[O:24][C:25]([CH3:26])([CH3:28])[CH3:27])=[CH:17][C:5]=2[CH2:6]1)[C:11]1[CH:12]=[CH:13][CH:14]=[CH:15][CH:16]=1. The catalyst class is: 4. (8) Reactant: [CH3:1][O:2][C:3](=[O:30])[CH:4]([NH:19][C:20]([O:22][CH2:23][C:24]1[CH:29]=[CH:28][CH:27]=[CH:26][CH:25]=1)=[O:21])[CH2:5][C:6](=[O:18])[CH:7]([CH:15]([CH3:17])[CH3:16])C(OC(C)(C)C)=O.O.C1(C)C=CC(S(O)(=O)=O)=CC=1. Product: [CH3:1][O:2][C:3](=[O:30])[C@@H:4]([NH:19][C:20]([O:22][CH2:23][C:24]1[CH:25]=[CH:26][CH:27]=[CH:28][CH:29]=1)=[O:21])[CH2:5][C:6](=[O:18])[CH2:7][CH:15]([CH3:17])[CH3:16]. The catalyst class is: 11.